Dataset: Full USPTO retrosynthesis dataset with 1.9M reactions from patents (1976-2016). Task: Predict the reactants needed to synthesize the given product. (1) Given the product [F:1][C:2]1[CH:7]=[CH:6][C:5]([C:8]2[S:12][C:11]3[CH:13]=[C:14]([O:17][CH3:18])[CH:15]=[CH:16][C:10]=3[C:9]=2[O:19][C:20]2[CH:21]=[CH:22][C:23](/[CH:26]=[CH:27]/[C:28]3[O:30][C:32]([CH3:33])=[N:35][N:36]=3)=[CH:24][CH:25]=2)=[C:4]([CH3:31])[CH:3]=1, predict the reactants needed to synthesize it. The reactants are: [F:1][C:2]1[CH:7]=[CH:6][C:5]([C:8]2[S:12][C:11]3[CH:13]=[C:14]([O:17][CH3:18])[CH:15]=[CH:16][C:10]=3[C:9]=2[O:19][C:20]2[CH:25]=[CH:24][C:23](/[CH:26]=[CH:27]/[C:28]([OH:30])=O)=[CH:22][CH:21]=2)=[C:4]([CH3:31])[CH:3]=1.[C:32]([NH:35][NH2:36])(=O)[CH3:33].O=P(Cl)(Cl)Cl. (2) Given the product [F:1][C:2]([CH3:37])([CH3:36])[CH2:3][N:4]1[CH2:9][CH2:8][CH:7]([CH2:10][O:11][C:12]2[CH:13]=[CH:14][C:15]([C:18]3[C:19]([C:24]([N:26]4[CH2:30][C@H:29]([OH:31])[CH2:28][C@H:27]4[C:32]([OH:34])=[O:33])=[O:25])=[CH:20][CH:21]=[CH:22][CH:23]=3)=[CH:16][CH:17]=2)[CH2:6][CH2:5]1, predict the reactants needed to synthesize it. The reactants are: [F:1][C:2]([CH3:37])([CH3:36])[CH2:3][N:4]1[CH2:9][CH2:8][CH:7]([CH2:10][O:11][C:12]2[CH:17]=[CH:16][C:15]([C:18]3[C:19]([C:24]([N:26]4[CH2:30][C@H:29]([OH:31])[CH2:28][C@H:27]4[C:32]([O:34]C)=[O:33])=[O:25])=[CH:20][CH:21]=[CH:22][CH:23]=3)=[CH:14][CH:13]=2)[CH2:6][CH2:5]1.O[Li].O.